From a dataset of Catalyst prediction with 721,799 reactions and 888 catalyst types from USPTO. Predict which catalyst facilitates the given reaction. (1) Reactant: CS(O[CH2:6][C:7]1[N:12]([CH3:13])[C:11](=[O:14])[C:10]2[N:15]([CH2:18][C:19]3[CH:24]=[CH:23][CH:22]=[CH:21][CH:20]=3)[CH:16]=[CH:17][C:9]=2[C:8]=1[C:25]1[CH:30]=[CH:29][C:28]([Cl:31])=[CH:27][CH:26]=1)(=O)=O.[C-:32]#[N:33].[K+]. Product: [CH2:18]([N:15]1[C:10]2[C:11](=[O:14])[N:12]([CH3:13])[C:7]([CH2:6][C:32]#[N:33])=[C:8]([C:25]3[CH:26]=[CH:27][C:28]([Cl:31])=[CH:29][CH:30]=3)[C:9]=2[CH:17]=[CH:16]1)[C:19]1[CH:20]=[CH:21][CH:22]=[CH:23][CH:24]=1. The catalyst class is: 9. (2) Reactant: Cl[C:2]1[C:7]([CH3:8])=[C:6](Cl)[N:5]=[CH:4][N:3]=1.[C:10]1([CH:16]2[CH2:21][CH2:20][NH:19][CH2:18][CH2:17]2)[CH:15]=[CH:14][CH:13]=[CH:12][CH:11]=1.C(=O)([O-])[O-].[K+].[K+].[NH2:28][NH2:29]. Product: [NH:28]([C:2]1[C:7]([CH3:8])=[C:6]([N:19]2[CH2:18][CH2:17][CH:16]([C:10]3[CH:15]=[CH:14][CH:13]=[CH:12][CH:11]=3)[CH2:21][CH2:20]2)[N:5]=[CH:4][N:3]=1)[NH2:29]. The catalyst class is: 12. (3) Product: [CH3:1][N:15]1[CH2:20][CH2:19][CH:18]([N:21]2[CH2:25][CH2:24][N:23]([CH2:26][CH2:27][CH2:28][N:29]3[CH2:34][CH2:33][CH2:32][CH2:31][CH2:30]3)[C:22]2=[C:35]([C:36]#[N:37])[C:38]#[N:39])[CH2:17][CH2:16]1. The catalyst class is: 26. Reactant: [C:1]1(N)C(F)=C(F)C(F)=C(N)C=1F.Cl.Cl.[NH:15]1[CH2:20][CH2:19][CH:18]([N:21]2[CH2:25][CH2:24][N:23]([CH2:26][CH2:27][CH2:28][N:29]3[CH2:34][CH2:33][CH2:32][CH2:31][CH2:30]3)[C:22]2=[C:35]([C:38]#[N:39])[C:36]#[N:37])[CH2:17][CH2:16]1.C=O.C(=O)([O-])[O-].[Na+].[Na+]. (4) The catalyst class is: 16. Product: [Na+:26].[Na+:26].[Br:1][C:2]1[CH:14]=[CH:13][C:12]2[C:11]3[C:6](=[CH:7][C:8]([Br:15])=[CH:9][CH:10]=3)[C:5]([CH2:24][CH2:17][CH2:18][CH2:19][S:20]([O-:22])(=[O:21])=[O:25])([CH2:24][CH2:17][CH2:18][CH2:19][S:20]([O-:23])(=[O:22])=[O:21])[C:4]=2[CH:3]=1. Reactant: [Br:1][C:2]1[CH:14]=[CH:13][C:12]2[C:11]3[C:6](=[CH:7][C:8]([Br:15])=[CH:9][CH:10]=3)[CH2:5][C:4]=2[CH:3]=1.[Br-].[CH2:17]1[CH2:24][O:23][S:20](=[O:22])(=[O:21])[CH2:19][CH2:18]1.[OH-:25].[Na+:26]. (5) Reactant: [O:1]=[C:2]1[C:11]2[CH:10]=[CH:9][N:8]=[C:7]3[NH:12][CH:13]=[C:5]([C:6]=23)[CH2:4][N:3]1[CH2:14][CH:15]1[CH2:19][CH2:18][N:17](C(OC(C)(C)C)=O)[CH2:16]1.Cl. Product: [NH:17]1[CH2:18][CH2:19][CH:15]([CH2:14][N:3]2[CH2:4][C:5]3=[CH:13][NH:12][C:7]4[C:6]3=[C:11]([CH:10]=[CH:9][N:8]=4)[C:2]2=[O:1])[CH2:16]1. The catalyst class is: 12. (6) Reactant: [CH3:1][C@H:2]([C:15]([OH:17])=[O:16])[C:3]1[CH:4]=[CH:5][C:6]2[CH:7]=[C:8]([O:13][CH3:14])[CH:9]=[CH:10][C:11]=2[CH:12]=1.O[N:19]1[C:23](=[O:24])[CH2:22][CH2:21][C:20]1=[O:25].C1(N=C=NC2CCCCC2)CCCCC1. Product: [CH3:1][C@H:2]([C:15]([OH:17])=[O:16])[C:3]1[CH:4]=[CH:5][C:6]2[CH:7]=[C:8]([O:13][CH3:14])[CH:9]=[CH:10][C:11]=2[CH:12]=1.[C:20]1(=[O:25])[NH:19][C:23](=[O:24])[CH2:22][CH2:21]1. The catalyst class is: 12.